From a dataset of NCI-60 drug combinations with 297,098 pairs across 59 cell lines. Regression. Given two drug SMILES strings and cell line genomic features, predict the synergy score measuring deviation from expected non-interaction effect. (1) Drug 1: CC1C(C(=O)NC(C(=O)N2CCCC2C(=O)N(CC(=O)N(C(C(=O)O1)C(C)C)C)C)C(C)C)NC(=O)C3=C4C(=C(C=C3)C)OC5=C(C(=O)C(=C(C5=N4)C(=O)NC6C(OC(=O)C(N(C(=O)CN(C(=O)C7CCCN7C(=O)C(NC6=O)C(C)C)C)C)C(C)C)C)N)C. Drug 2: CC1C(C(CC(O1)OC2CC(CC3=C2C(=C4C(=C3O)C(=O)C5=CC=CC=C5C4=O)O)(C(=O)C)O)N)O. Cell line: SNB-75. Synergy scores: CSS=65.5, Synergy_ZIP=13.9, Synergy_Bliss=14.4, Synergy_Loewe=13.0, Synergy_HSA=14.9. (2) Drug 1: CNC(=O)C1=NC=CC(=C1)OC2=CC=C(C=C2)NC(=O)NC3=CC(=C(C=C3)Cl)C(F)(F)F. Drug 2: CCC1(C2=C(COC1=O)C(=O)N3CC4=CC5=C(C=CC(=C5CN(C)C)O)N=C4C3=C2)O.Cl. Cell line: KM12. Synergy scores: CSS=30.3, Synergy_ZIP=0.615, Synergy_Bliss=9.21, Synergy_Loewe=-4.35, Synergy_HSA=9.17. (3) Drug 1: CC1=C(C(CCC1)(C)C)C=CC(=CC=CC(=CC(=O)O)C)C. Drug 2: CCN(CC)CCNC(=O)C1=C(NC(=C1C)C=C2C3=C(C=CC(=C3)F)NC2=O)C. Cell line: RPMI-8226. Synergy scores: CSS=47.4, Synergy_ZIP=-2.18, Synergy_Bliss=-2.78, Synergy_Loewe=-4.18, Synergy_HSA=-1.49.